This data is from Full USPTO retrosynthesis dataset with 1.9M reactions from patents (1976-2016). The task is: Predict the reactants needed to synthesize the given product. Given the product [C:35]([C:32]1[CH:31]=[CH:30][C:29]([C:27](=[O:28])[CH2:26][CH2:25][C:24](=[O:38])[CH2:23][CH2:22][C:21]([OH:39])=[O:20])=[CH:34][CH:33]=1)(=[O:37])[NH2:36], predict the reactants needed to synthesize it. The reactants are: COC(=O)CC.NC1C=CC(C(N)=O)=CC=1C.C([O:20][C:21](=[O:39])[CH2:22][CH2:23][C:24](=[O:38])[CH2:25][CH2:26][C:27]([C:29]1[CH:34]=[CH:33][C:32]([C:35](=[O:37])[NH2:36])=[CH:31][CH:30]=1)=[O:28])C.C1(C)C=CC(S(O)(=O)=O)=CC=1.